Dataset: Experimentally validated miRNA-target interactions with 360,000+ pairs, plus equal number of negative samples. Task: Binary Classification. Given a miRNA mature sequence and a target amino acid sequence, predict their likelihood of interaction. The miRNA is cel-miR-1021 with sequence AAGUGAGAUCAUGUGAAAUCCUCGG. The protein sequence of the target gene is MTGKLYGNKDNFRTQKVLIAAKLANKTVTLAGDAAPADKFPLGVTPAFEGDALLFGAESIGLHLTGTSANAETVQWLQFAEGYLLPAVLGYVLPSVSAANFDKKTVEQYKNELNGQLQVLDRVLVKKTYLVGERLSLADVSVALDLLPAFQYVLDANARKSIVNVTRWFRTVVNQPAVKEVLGEVSLASSVAQFNQAKFTELSAKVAKSAPKAEKPKKEAKPAAAAAQPEDDEPKEEKSKDPFQDMPKGTFVLDNFKRSYSNEDTATKAIPHFWENFDADNWSIWKCEYKYPEDLTLAFM.... Result: 1 (interaction).